From a dataset of Forward reaction prediction with 1.9M reactions from USPTO patents (1976-2016). Predict the product of the given reaction. (1) Given the reactants [C:1]1([CH3:23])[CH:6]=[CH:5][C:4]([S:7]([C:10]2[CH:15]=[CH:14][C:13]([N:16]3[CH2:21][CH2:20][C:19](=O)[CH2:18][CH2:17]3)=[CH:12][CH:11]=2)(=[O:9])=[O:8])=[CH:3][CH:2]=1.[NH2:24][CH2:25][C@H:26]([OH:39])[CH2:27][O:28][C:29]1[C:37]2[NH:36][C:35](=[O:38])[NH:34][C:33]=2[CH:32]=[CH:31][CH:30]=1, predict the reaction product. The product is: [OH:39][C@@H:26]([CH2:25][NH:24][CH:19]1[CH2:20][CH2:21][N:16]([C:13]2[CH:12]=[CH:11][C:10]([S:7]([C:4]3[CH:3]=[CH:2][C:1]([CH3:23])=[CH:6][CH:5]=3)(=[O:9])=[O:8])=[CH:15][CH:14]=2)[CH2:17][CH2:18]1)[CH2:27][O:28][C:29]1[C:37]2[NH:36][C:35](=[O:38])[NH:34][C:33]=2[CH:32]=[CH:31][CH:30]=1. (2) Given the reactants C[O:2][C:3](=O)[C:4]1[CH:9]=[C:8]([O:10][CH2:11][O:12][CH3:13])[CH:7]=[C:6]([O:14][CH2:15][O:16][CH3:17])[CH:5]=1.[H-].[H-].[H-].[H-].[Li+].[Al+3], predict the reaction product. The product is: [CH3:13][O:12][CH2:11][O:10][C:8]1[CH:9]=[C:4]([CH2:3][OH:2])[CH:5]=[C:6]([O:14][CH2:15][O:16][CH3:17])[CH:7]=1. (3) Given the reactants [CH3:1][O:2][C:3]1[CH:12]=[CH:11][C:10]2[C:5](=[CH:6][CH:7]=[C:8]([C:13]3[CH:18]=[CH:17][CH:16]=[C:15]([O:19][CH3:20])[CH:14]=3)[CH:9]=2)[C:4]=1[C:21]([OH:23])=O.S(Cl)(Cl)=O.[NH:28]1[CH2:33][CH2:32][O:31][CH2:30][CH2:29]1, predict the reaction product. The product is: [CH3:1][O:2][C:3]1[CH:12]=[CH:11][C:10]2[C:5](=[CH:6][CH:7]=[C:8]([C:13]3[CH:18]=[CH:17][CH:16]=[C:15]([O:19][CH3:20])[CH:14]=3)[CH:9]=2)[C:4]=1[C:21]([N:28]1[CH2:33][CH2:32][O:31][CH2:30][CH2:29]1)=[O:23].